This data is from Peptide-MHC class II binding affinity with 134,281 pairs from IEDB. The task is: Regression. Given a peptide amino acid sequence and an MHC pseudo amino acid sequence, predict their binding affinity value. This is MHC class II binding data. The peptide sequence is SKCVRGPNKENLYIK. The MHC is DRB1_0101 with pseudo-sequence DRB1_0101. The binding affinity (normalized) is 0.243.